Dataset: Forward reaction prediction with 1.9M reactions from USPTO patents (1976-2016). Task: Predict the product of the given reaction. (1) Given the reactants [N:1]1[CH:6]=[CH:5][C:4]([CH:7]2[C@H:9]3[CH2:10][C:11]4[C:12]([C:16]([O:18]CC)=[O:17])=[N:13][NH:14][C:15]=4[C@@H:8]23)=[CH:3][CH:2]=1.[Li+].[OH-], predict the reaction product. The product is: [N:1]1[CH:6]=[CH:5][C:4]([CH:7]2[C@H:9]3[CH2:10][C:11]4[C:12]([C:16]([OH:18])=[O:17])=[N:13][NH:14][C:15]=4[C@@H:8]23)=[CH:3][CH:2]=1. (2) Given the reactants [Mg:1].[CH2:2]([O:6][CH2:7][CH2:8][CH2:9][CH3:10])[CH2:3][CH2:4][CH3:5].Br[C:12]12[CH2:21][CH:16]3[CH2:17][CH:18]([CH2:20][CH:14]([CH2:15]3)[CH2:13]1)[CH2:19]2.C([Br:24])C, predict the reaction product. The product is: [CH2:2]([O:6][CH2:7][CH2:8][CH2:9][CH3:10])[CH2:3][CH2:4][CH3:5].[C:12]12([Mg:1][Br:24])[CH2:21][CH:16]3[CH2:15][CH:14]([CH2:20][CH:18]([CH2:17]3)[CH2:19]1)[CH2:13]2. (3) The product is: [Br:1][C:2]1[N:3]=[C:4]2[C:11]([I:42])=[C:10]([C:12]3[CH:13]=[CH:14][C:15]([C:18]4([CH3:23])[O:22][CH2:21][CH2:20][O:19]4)=[CH:16][CH:17]=3)[N:9]([CH2:53][O:52][CH2:51][CH2:50][Si:47]([CH3:49])([CH3:48])[CH3:46])[C:5]2=[N:6][C:7]=1[CH3:8]. Given the reactants [Br:1][C:2]1[N:3]=[C:4]2[CH:11]=[C:10]([C:12]3[CH:17]=[CH:16][C:15]([C:18]4([CH3:23])[O:22][CH2:21][CH2:20][O:19]4)=[CH:14][CH:13]=3)[NH:9][C:5]2=[N:6][C:7]=1[CH3:8].C([Si](C)(C)C)#C.NC1C(Br)=NC(Br)=C(C)N=1.[OH-].[K+].[I:42]I.[H-].[Na+].[CH3:46][Si:47]([CH2:50][CH2:51][O:52][CH2:53]Cl)([CH3:49])[CH3:48].CC(O)=O, predict the reaction product. (4) Given the reactants [Cl:1][C:2]1[N:10]=[C:9]2[C:5]([N:6]=[CH:7][N:8]2[C@@H:11]2[O:25][C@H:24]([CH2:26][O:27][C:28](=[O:35])[C:29]3[CH:34]=[CH:33][CH:32]=[CH:31][CH:30]=3)[C@@H:14]([O:15][C:16](=[O:23])[C:17]3[CH:22]=[CH:21][CH:20]=[CH:19][CH:18]=3)[C@H:12]2[OH:13])=[C:4]([NH2:36])[N:3]=1.N1C=CC=CC=1.[O:43](S(C(F)(F)F)(=O)=O)[S:44]([C:47]([F:50])([F:49])[F:48])(=O)=[O:45], predict the reaction product. The product is: [Cl:1][C:2]1[N:10]=[C:9]2[C:5]([N:6]=[CH:7][N:8]2[C@@H:11]2[O:25][C@H:24]([CH2:26][O:27][C:28](=[O:35])[C:29]3[CH:34]=[CH:33][CH:32]=[CH:31][CH:30]=3)[C@@H:14]([O:15][C:16](=[O:23])[C:17]3[CH:22]=[CH:21][CH:20]=[CH:19][CH:18]=3)[C@H:12]2[O:13][S:44]([C:47]([F:50])([F:49])[F:48])(=[O:45])=[O:43])=[C:4]([NH2:36])[N:3]=1. (5) Given the reactants [CH:1](=O)[C:2]1[CH:7]=[CH:6][CH:5]=[CH:4][CH:3]=1.[NH2:9][CH2:10][CH:11]1[CH2:16][CH2:15][NH:14][CH2:13][CH2:12]1, predict the reaction product. The product is: [NH:14]1[CH2:15][CH2:16][CH:11]([CH2:10][N:9]=[CH:1][C:2]2[CH:7]=[CH:6][CH:5]=[CH:4][CH:3]=2)[CH2:12][CH2:13]1. (6) Given the reactants [CH3:1][O:2][C:3]1[CH:8]=[CH:7][C:6]([C:9]2[C:18]([C:19]3[CH:24]=[CH:23][C:22]([O:25][CH3:26])=[CH:21][CH:20]=3)=[N:17][C:16]3[C:11](=[CH:12][CH:13]=[C:14]([NH2:27])[CH:15]=3)[N:10]=2)=[CH:5][CH:4]=1.[CH3:28][S:29](Cl)(=[O:31])=[O:30].C(N(CC)CC)C, predict the reaction product. The product is: [CH3:1][O:2][C:3]1[CH:4]=[CH:5][C:6]([C:9]2[C:18]([C:19]3[CH:24]=[CH:23][C:22]([O:25][CH3:26])=[CH:21][CH:20]=3)=[N:17][C:16]3[C:11](=[CH:12][CH:13]=[C:14]([N:27]([S:29]([CH3:28])(=[O:31])=[O:30])[S:29]([CH3:28])(=[O:31])=[O:30])[CH:15]=3)[N:10]=2)=[CH:7][CH:8]=1. (7) Given the reactants C([O:3][C:4](=[O:41])[C:5]1[CH:10]=[CH:9][CH:8]=[C:7]([NH:11][C:12]([N:14]2[CH2:19][CH2:18][CH:17]([CH2:20][NH:21][CH2:22][C@H:23]([O:33][CH2:34][C:35]3[CH:40]=[CH:39][CH:38]=[CH:37][CH:36]=3)[CH2:24][O:25][C:26]3[CH:31]=[CH:30][C:29]([OH:32])=[CH:28][CH:27]=3)[CH2:16][CH2:15]2)=[O:13])[CH:6]=1)C.C([O-])=O.[NH4+], predict the reaction product. The product is: [CH2:34]([O:33][C@H:23]([CH2:24][O:25][C:26]1[CH:27]=[CH:28][C:29]([OH:32])=[CH:30][CH:31]=1)[CH2:22][NH:21][CH2:20][CH:17]1[CH2:16][CH2:15][N:14]([C:12]([NH:11][C:7]2[CH:6]=[C:5]([CH:10]=[CH:9][CH:8]=2)[C:4]([OH:41])=[O:3])=[O:13])[CH2:19][CH2:18]1)[C:35]1[CH:40]=[CH:39][CH:38]=[CH:37][CH:36]=1.